From a dataset of Catalyst prediction with 721,799 reactions and 888 catalyst types from USPTO. Predict which catalyst facilitates the given reaction. (1) Reactant: [H-].[Na+].[O:3]=[C:4]1[C:13]2[C:12]([C:14]([F:17])([F:16])[F:15])=[CH:11][CH:10]=[CH:9][C:8]=2[C@H:7]2[CH2:18][N:19]([C:21]([O:23][C:24]([CH3:27])([CH3:26])[CH3:25])=[O:22])[CH2:20][C@@H:6]2[NH:5]1.I[CH3:29]. Product: [CH3:29][N:5]1[C@H:6]2[CH2:20][N:19]([C:21]([O:23][C:24]([CH3:27])([CH3:26])[CH3:25])=[O:22])[CH2:18][C@@H:7]2[C:8]2[CH:9]=[CH:10][CH:11]=[C:12]([C:14]([F:16])([F:17])[F:15])[C:13]=2[C:4]1=[O:3]. The catalyst class is: 1. (2) Reactant: [Cl:1][CH2:2]I.[C:4]([O:8][P:9]([O-:16])([O:11][C:12]([CH3:15])([CH3:14])[CH3:13])=[O:10])([CH3:7])([CH3:6])[CH3:5].C([N+](CCCC)(CCCC)CCCC)CCC. Product: [P:9]([O:16][CH2:2][Cl:1])([O:8][C:4]([CH3:7])([CH3:6])[CH3:5])([O:11][C:12]([CH3:14])([CH3:15])[CH3:13])=[O:10]. The catalyst class is: 48. (3) Reactant: [Br:1][C:2]1[N:7]=[C:6]([N+:8]([O-:10])=[O:9])[C:5]([OH:11])=[CH:4][CH:3]=1.[H-].[Na+].[CH2:14](Br)[C:15]1[CH:20]=[CH:19][CH:18]=[CH:17][CH:16]=1. The catalyst class is: 18. Product: [CH2:14]([O:11][C:5]1[C:6]([N+:8]([O-:10])=[O:9])=[N:7][C:2]([Br:1])=[CH:3][CH:4]=1)[C:15]1[CH:20]=[CH:19][CH:18]=[CH:17][CH:16]=1. (4) Reactant: [F:1][CH:2]1[C:7]([CH3:9])([OH:8])[CH2:6][CH2:5][NH:4][CH2:3]1.Cl[C:11]1[N:16]=[C:15]([NH2:17])[CH:14]=[CH:13][N:12]=1.C(N(CC)CC)C. Product: [NH2:17][C:15]1[CH:14]=[CH:13][N:12]=[C:11]([N:4]2[CH2:5][CH2:6][C:7]([CH3:9])([OH:8])[CH:2]([F:1])[CH2:3]2)[N:16]=1. The catalyst class is: 32. (5) Product: [NH4+:2].[OH-:16].[CH3:31][OH:32].[CH3:25][C:24]1[CH:23]=[C:22]([CH3:26])[NH:21][C:20](=[O:27])[C:19]=1[CH2:18][NH:17][C:15]([C:12]1[C:11]([CH3:28])=[C:10]([CH:9]([C@H:6]2[CH2:7][CH2:8][C@H:3]([N:39]([CH3:38])[CH3:30])[CH2:4][CH2:5]2)[OH:29])[S:14][CH:13]=1)=[O:16]. Reactant: Cl.[NH2:2][C@H:3]1[CH2:8][CH2:7][C@H:6]([CH:9]([OH:29])[C:10]2[S:14][CH:13]=[C:12]([C:15]([NH:17][CH2:18][C:19]3[C:20](=[O:27])[NH:21][C:22]([CH3:26])=[CH:23][C:24]=3[CH3:25])=[O:16])[C:11]=2[CH3:28])[CH2:5][CH2:4]1.[CH3:30][C:31]([O-])=[O:32].[Na+].C=O.[BH3-][C:38]#[N:39].[Na+]. The catalyst class is: 100. (6) Reactant: [CH:1]1[CH:2]=[CH:3][C:4]2[N:11]=[CH:10][NH:9][C:7](=O)[C:5]=2[CH:6]=1.C[N:13]([CH3:20])[C:14]1[CH:19]=[CH:18][CH:17]=CC=1.P(Cl)(Cl)([Cl:23])=O. Product: [Cl:23][C:7]1[C:5]2[C:4](=[CH:3][CH:2]=[CH:1][CH:6]=2)[N:11]=[C:10]([C:17]2[CH:20]=[N:13][CH:14]=[CH:19][CH:18]=2)[N:9]=1. The catalyst class is: 48. (7) Reactant: Br[C:2]1[N:6]2[N:7]=[C:8]([NH:11][CH2:12][CH2:13][CH2:14][N:15]3[CH2:20][CH2:19][O:18][CH2:17][CH2:16]3)[CH:9]=[CH:10][C:5]2=[N:4][CH:3]=1.[CH:21](/B(O)O)=[CH:22]\[CH2:23][CH2:24][CH3:25].[ClH:29]. Product: [ClH:29].[O:18]1[CH2:19][CH2:20][N:15]([CH2:14][CH2:13][CH2:12][NH:11][C:8]2[CH:9]=[CH:10][C:5]3[N:6]([C:2](/[CH:21]=[CH:22]/[CH2:23][CH2:24][CH3:25])=[CH:3][N:4]=3)[N:7]=2)[CH2:16][CH2:17]1. The catalyst class is: 28. (8) Reactant: [Cl:1][C:2]1[CH:3]=[C:4]([CH:18]=[C:19]([S:23]([CH3:26])(=[O:25])=[O:24])[C:20]=1[O:21]C)[C:5]([N:7]1[C:11]2[CH:12]=[CH:13][CH:14]=[CH:15][C:10]=2[S:9](=[O:17])(=[O:16])[CH2:8]1)=[O:6].[Cl-].[Li+].Cl. Product: [Cl:1][C:2]1[CH:3]=[C:4]([CH:18]=[C:19]([S:23]([CH3:26])(=[O:25])=[O:24])[C:20]=1[OH:21])[C:5]([N:7]1[C:11]2[CH:12]=[CH:13][CH:14]=[CH:15][C:10]=2[S:9](=[O:17])(=[O:16])[CH2:8]1)=[O:6]. The catalyst class is: 9. (9) Reactant: [CH2:1]([O:3][P:4]([N:9]1[CH2:22][CH2:21][N:20](S(C2C=CC=CC=2[N+]([O-])=O)(=O)=O)[CH2:19][CH2:18][CH2:17][CH2:16][CH2:15][CH2:14][CH2:13][N:12]([S:35]([C:38]2[CH:43]=[CH:42][CH:41]=[CH:40][C:39]=2[N+:44]([O-:46])=[O:45])(=[O:37])=[O:36])[CH2:11][CH2:10]1)([O:6][CH2:7][CH3:8])=[O:5])[CH3:2].C([O-])([O-])=O.[K+].[K+].C1(S)C=CC=CC=1. Product: [CH2:7]([O:6][P:4]([N:9]1[CH2:10][CH2:11][N:12]([S:35]([C:38]2[CH:43]=[CH:42][CH:41]=[CH:40][C:39]=2[N+:44]([O-:46])=[O:45])(=[O:37])=[O:36])[CH2:13][CH2:14][CH2:15][CH2:16][CH2:17][CH2:18][CH2:19][NH:20][CH2:21][CH2:22]1)([O:3][CH2:1][CH3:2])=[O:5])[CH3:8]. The catalyst class is: 3.